From a dataset of Full USPTO retrosynthesis dataset with 1.9M reactions from patents (1976-2016). Predict the reactants needed to synthesize the given product. (1) Given the product [Br:14][C:7]1[C:6]([O:9][C:10]([F:11])([F:12])[F:13])=[CH:5][C:3]([NH2:4])=[C:2]([F:1])[CH:8]=1, predict the reactants needed to synthesize it. The reactants are: [F:1][C:2]1[CH:8]=[CH:7][C:6]([O:9][C:10]([F:13])([F:12])[F:11])=[CH:5][C:3]=1[NH2:4].[Br:14]N1C(=O)CCC1=O. (2) Given the product [Cl:10][C:11]1[CH:12]=[C:13]2[C:17](=[CH:18][CH:19]=1)[N:16]([C:20]1[C:29]3[C:24](=[CH:25][CH:26]=[CH:27][CH:28]=3)[N:23]=[CH:22][CH:21]=1)[CH:15]=[C:14]2[C:30]([NH:4][C:3]([NH2:5])=[NH:2])=[O:31], predict the reactants needed to synthesize it. The reactants are: Cl.[NH2:2][C:3]([NH2:5])=[NH:4].C[O-].[Na+].Cl.[Cl:10][C:11]1[CH:12]=[C:13]2[C:17](=[CH:18][CH:19]=1)[N:16]([C:20]1[C:29]3[C:24](=[CH:25][CH:26]=[CH:27][CH:28]=3)[N:23]=[CH:22][CH:21]=1)[CH:15]=[C:14]2[C:30](Cl)=[O:31].[K+].[Br-]. (3) Given the product [ClH:35].[ClH:35].[CH2:1]([N:3]1[CH2:7][CH2:6][CH2:5][C@@H:4]1[CH2:8][NH:9][C:10]([C:12]1[N:13]=[N:14][C:15]([CH2:31][CH2:32][CH2:33][CH3:34])=[C:16]([C:18]2[CH:19]=[CH:20][C:21]([O:24][CH:25]3[CH2:30][CH2:29][CH2:28][CH2:27][CH2:26]3)=[CH:22][CH:23]=2)[CH:17]=1)=[O:11])[CH3:2], predict the reactants needed to synthesize it. The reactants are: [CH2:1]([N:3]1[CH2:7][CH2:6][CH2:5][C@@H:4]1[CH2:8][NH:9][C:10]([C:12]1[N:13]=[N:14][C:15]([CH2:31][CH2:32][CH2:33][CH3:34])=[C:16]([C:18]2[CH:23]=[CH:22][C:21]([O:24][CH:25]3[CH2:30][CH2:29][CH2:28][CH2:27][CH2:26]3)=[CH:20][CH:19]=2)[CH:17]=1)=[O:11])[CH3:2].[ClH:35]. (4) The reactants are: [CH:1]12[C:10](=[O:11])[CH2:9][CH:5]([C:6](=[O:8])[CH2:7]1)[CH2:4][CH2:3][CH2:2]2.[C:12]1([Mg]Br)[CH:17]=[CH:16][CH:15]=[CH:14][CH:13]=1. Given the product [OH:11][C:10]1([C:12]2[CH:17]=[CH:16][CH:15]=[CH:14][CH:13]=2)[CH2:9][CH:5]2[C:6](=[O:8])[CH2:7][CH:1]1[CH2:2][CH2:3][CH2:4]2, predict the reactants needed to synthesize it. (5) Given the product [C:2]([C:6]1[CH:7]=[CH:8][C:9]([N:12]2[CH2:17][CH2:16][N:15]([CH2:18][CH2:19][C:20]([N:70]3[CH2:71][CH2:72][CH:67]([NH:66][C:63]4[CH:64]=[CH:65][C:60]([N+:57]([O-:59])=[O:58])=[C:61]([C:73]([F:74])([F:75])[F:76])[CH:62]=4)[CH2:68][CH2:69]3)=[O:22])[CH2:14][CH2:13]2)=[CH:10][CH:11]=1)([CH3:4])([CH3:3])[CH3:5], predict the reactants needed to synthesize it. The reactants are: [Li+].[C:2]([C:6]1[CH:11]=[CH:10][C:9]([N:12]2[CH2:17][CH2:16][N:15]([CH2:18][CH2:19][C:20]([O-:22])=O)[CH2:14][CH2:13]2)=[CH:8][CH:7]=1)([CH3:5])([CH3:4])[CH3:3].C(N(C(C)C)CC)(C)C.F[P-](F)(F)(F)(F)F.CN(C)C(ON1C2C=CC=CC=2N=N1)=[N+](C)C.Cl.[N+:57]([C:60]1[CH:65]=[CH:64][C:63]([NH:66][CH:67]2[CH2:72][CH2:71][NH:70][CH2:69][CH2:68]2)=[CH:62][C:61]=1[C:73]([F:76])([F:75])[F:74])([O-:59])=[O:58]. (6) Given the product [OH:15][C@:16]1([C:3]2[CH:12]=[CH:11][C:10]3[C:5](=[CH:6][C:7]([CH:13]=[CH2:14])=[CH:8][CH:9]=3)[CH:4]=2)[CH2:20][N:19]([C:21]([O:23][CH2:24][CH2:25][Si:26]([CH3:28])([CH3:29])[CH3:27])=[O:22])[C@H:18]([C:30]([O:32][CH3:33])=[O:31])[CH2:17]1, predict the reactants needed to synthesize it. The reactants are: [Mg].Br[C:3]1[CH:12]=[CH:11][C:10]2[C:5](=[CH:6][C:7]([CH:13]=[CH2:14])=[CH:8][CH:9]=2)[CH:4]=1.[O:15]=[C:16]1[CH2:20][N:19]([C:21]([O:23][CH2:24][CH2:25][Si:26]([CH3:29])([CH3:28])[CH3:27])=[O:22])[C@H:18]([C:30]([O:32][CH3:33])=[O:31])[CH2:17]1. (7) Given the product [CH2:14]([O:13][C:11](=[O:12])[CH2:10][CH2:9][CH2:8][NH:7][S:2]([CH3:1])(=[O:4])=[O:3])[CH3:15], predict the reactants needed to synthesize it. The reactants are: [CH3:1][S:2](Cl)(=[O:4])=[O:3].Cl.[NH2:7][CH2:8][CH2:9][CH2:10][C:11]([O:13][CH2:14][CH3:15])=[O:12].CCN(CC)CC.